Predict the reactants needed to synthesize the given product. From a dataset of Full USPTO retrosynthesis dataset with 1.9M reactions from patents (1976-2016). (1) Given the product [CH2:11]([OH:12])[C@H:9]([C@H:7]([C@@H:5]([C@@H:3]([CH2:2][OH:1])[OH:4])[OH:6])[OH:8])[OH:10].[C:11]([OH:12])(=[O:15])[CH:9]([CH3:7])[OH:10], predict the reactants needed to synthesize it. The reactants are: [OH:1][CH2:2][C:3]([C@H:5]([C@@H:7]([C@@H:9]([CH2:11][OH:12])[OH:10])[OH:8])[OH:6])=[O:4].C(O)(=[O:15])C. (2) The reactants are: [CH3:1][C:2]1([CH3:12])[CH2:11][NH:10][C@H:9]2[C@H:4]([CH2:5][CH2:6][CH2:7][CH2:8]2)[NH:3]1.Br[C:14]1[CH:19]=[CH:18][C:17]([F:20])=[C:16]([Cl:21])[CH:15]=1.P(C(C)(C)C)(C(C)(C)C)C(C)(C)C.[H+].[B-](F)(F)(F)F.CC([O-])(C)C.[Na+].[O-]S([O-])(=O)=O.[Mg+2]. Given the product [ClH:21].[Cl:21][C:16]1[CH:15]=[C:14]([N:10]2[C@H:9]3[C@H:4]([CH2:5][CH2:6][CH2:7][CH2:8]3)[NH:3][C:2]([CH3:12])([CH3:1])[CH2:11]2)[CH:19]=[CH:18][C:17]=1[F:20], predict the reactants needed to synthesize it. (3) Given the product [O:26]1[CH2:32][CH2:31][CH2:30][N:29]([CH2:17][C:15]2[S:14][C:13]3[N:8]([CH2:7][C:6]4[CH:5]=[CH:4][C:3]([O:2][CH3:1])=[CH:24][CH:23]=4)[C:9](=[O:22])[N:10]4[N:21]=[CH:20][N:19]=[C:11]4[C:12]=3[CH:16]=2)[CH2:28][CH2:27]1, predict the reactants needed to synthesize it. The reactants are: [CH3:1][O:2][C:3]1[CH:24]=[CH:23][C:6]([CH2:7][N:8]2[C:13]3[S:14][C:15]([CH:17]=O)=[CH:16][C:12]=3[C:11]3=[N:19][CH:20]=[N:21][N:10]3[C:9]2=[O:22])=[CH:5][CH:4]=1.Cl.[O:26]1[CH2:32][CH2:31][CH2:30][NH:29][CH2:28][CH2:27]1.C(N(CC)CC)C.[Na]. (4) Given the product [N:1]1[CH:6]=[CH:5][CH:4]=[C:3]([C:7]2[CH:19]=[CH:18][C:10]3[S:11][C:12]([C:14]([OH:16])=[O:15])=[CH:13][C:9]=3[CH:8]=2)[CH:2]=1, predict the reactants needed to synthesize it. The reactants are: [N:1]1[CH:6]=[CH:5][CH:4]=[C:3]([C:7]2[CH:19]=[CH:18][C:10]3[S:11][C:12]([C:14]([O:16]C)=[O:15])=[CH:13][C:9]=3[CH:8]=2)[CH:2]=1.O.[OH-].[Li+].O.